This data is from Forward reaction prediction with 1.9M reactions from USPTO patents (1976-2016). The task is: Predict the product of the given reaction. (1) The product is: [NH2:3][C:4]1[C:5]2[N:6]([C:10]([C@H:14]3[CH2:19][NH:18][C@H:17]([C@@H:22]([OH:21])[CH3:23])[CH2:16][CH2:15]3)=[N:11][C:12]=2[Br:13])[CH:7]=[CH:8][N:9]=1. Given the reactants [OH-].[K+].[NH2:3][C:4]1[C:5]2[N:6]([C:10]([C@H:14]3[CH2:19][N:18]4C(=O)[O:21][C@@H:22]([CH3:23])[C@@H:17]4[CH2:16][CH2:15]3)=[N:11][C:12]=2[Br:13])[CH:7]=[CH:8][N:9]=1, predict the reaction product. (2) Given the reactants [F:1][C:2]1[CH:7]=[C:6](B2OC(C)(C)C(C)(C)O2)[CH:5]=[CH:4][C:3]=1[C:17]1[N:18]=[CH:19][C:20]([NH2:23])=[N:21][CH:22]=1.Br[C:25]1[CH:30]=[CH:29][CH:28]=[CH:27][C:26]=1[S:31]([N:34]1[CH2:39][CH2:38][CH:37]([NH:40][C:41](=[O:43])[CH3:42])[CH2:36][CH2:35]1)(=[O:33])=[O:32], predict the reaction product. The product is: [NH2:23][C:20]1[N:21]=[CH:22][C:17]([C:3]2[CH:4]=[CH:5][C:6]([C:25]3[CH:30]=[CH:29][CH:28]=[CH:27][C:26]=3[S:31]([N:34]3[CH2:35][CH2:36][CH:37]([NH:40][C:41](=[O:43])[CH3:42])[CH2:38][CH2:39]3)(=[O:32])=[O:33])=[CH:7][C:2]=2[F:1])=[N:18][CH:19]=1. (3) Given the reactants [F:1][C:2]([F:16])([F:15])[C:3]([C:6]1[CH:14]=[CH:13][C:9]([C:10]([OH:12])=O)=[CH:8][CH:7]=1)([OH:5])[CH3:4].CN(C(ON1N=NC2C=CC=CC1=2)=[N+](C)C)C.F[P-](F)(F)(F)(F)F.C1C=CC2N(O)N=NC=2C=1.CCN(C(C)C)C(C)C.[CH:60]1([NH:63][CH:64]2[CH2:69][CH2:68][CH2:67][CH2:66][CH2:65]2)[CH2:62][CH2:61]1.Cl, predict the reaction product. The product is: [CH:64]1([N:63]([CH:60]2[CH2:62][CH2:61]2)[C:10](=[O:12])[C:9]2[CH:8]=[CH:7][C:6]([C:3]([OH:5])([CH3:4])[C:2]([F:1])([F:16])[F:15])=[CH:14][CH:13]=2)[CH2:69][CH2:68][CH2:67][CH2:66][CH2:65]1. (4) Given the reactants [Br:1][C:2]1[CH:3]=[C:4]([C:13]2([OH:35])[CH2:17][C:16]([C:22]3[CH:27]=[C:26]([Cl:28])[CH:25]=[C:24]([Cl:29])[CH:23]=3)([C:18]([F:21])([F:20])[F:19])[S:15][CH:14]2[C:30]([O:32]CC)=[O:31])[CH:5]=[CH:6][C:7]=1[S:8][C:9]([CH3:12])([CH3:11])[CH3:10].[OH-].[Li+], predict the reaction product. The product is: [Br:1][C:2]1[CH:3]=[C:4]([C:13]2([OH:35])[CH2:17][C:16]([C:22]3[CH:23]=[C:24]([Cl:29])[CH:25]=[C:26]([Cl:28])[CH:27]=3)([C:18]([F:20])([F:19])[F:21])[S:15][CH:14]2[C:30]([OH:32])=[O:31])[CH:5]=[CH:6][C:7]=1[S:8][C:9]([CH3:11])([CH3:10])[CH3:12]. (5) Given the reactants CC1(C)[O:6][CH:5]([CH2:7][O:8][C:9](=[O:31])[C:10]2[CH:15]=[CH:14][C:13]([O:16][C:17](=[O:30])[CH:18]([C:20]3[CH:25]=[CH:24][C:23]([CH2:26][CH:27]([CH3:29])[CH3:28])=[CH:22][CH:21]=3)[CH3:19])=[CH:12][CH:11]=2)[CH2:4][O:3]1, predict the reaction product. The product is: [CH2:26]([C:23]1[CH:22]=[CH:21][C:20]([CH:18]([CH3:19])[C:17]([O:16][C:13]2[CH:12]=[CH:11][C:10]([C:9]([O:8][CH2:7][CH:5]([OH:6])[CH2:4][OH:3])=[O:31])=[CH:15][CH:14]=2)=[O:30])=[CH:25][CH:24]=1)[CH:27]([CH3:29])[CH3:28]. (6) Given the reactants C([N:8]([CH2:21][CH2:22][C:23]#[CH:24])[S:9]([CH2:12][C:13]1[C:18]([CH3:19])=[CH:17][CH:16]=[CH:15][C:14]=1[CH3:20])(=[O:11])=[O:10])(OC(C)(C)C)=O.CN(C=O)C.[CH:30]([NH:43][C:44]1[CH:49]=[CH:48][C:47]([Cl:50])=[CH:46][C:45]=1I)([C:37]1[CH:42]=[CH:41][CH:40]=[CH:39][CH:38]=1)[C:31]1[CH:36]=[CH:35][CH:34]=[CH:33][CH:32]=1.C(N(CC)CC)C, predict the reaction product. The product is: [CH:30]([N:43]1[C:44]2[C:49](=[CH:48][C:47]([Cl:50])=[CH:46][CH:45]=2)[CH:24]=[C:23]1[CH2:22][CH2:21][NH:8][S:9]([CH2:12][C:13]1[C:14]([CH3:20])=[CH:15][CH:16]=[CH:17][C:18]=1[CH3:19])(=[O:10])=[O:11])([C:37]1[CH:42]=[CH:41][CH:40]=[CH:39][CH:38]=1)[C:31]1[CH:36]=[CH:35][CH:34]=[CH:33][CH:32]=1. (7) Given the reactants Cl[C:2]1[NH:3][C:4](=[O:12])[C:5]2[C:10]([CH:11]=1)=[CH:9][CH:8]=[CH:7][CH:6]=2.[OH:13][CH2:14][C@@H:15]1[NH:20][CH2:19][CH2:18][N:17]([CH3:21])[CH2:16]1, predict the reaction product. The product is: [OH:13][CH2:14][C@H:15]1[CH2:16][N:17]([CH3:21])[CH2:18][CH2:19][N:20]1[C:2]1[NH:3][C:4](=[O:12])[C:5]2[C:10]([CH:11]=1)=[CH:9][CH:8]=[CH:7][CH:6]=2. (8) Given the reactants [NH2:1][C:2]1[C:6]2[CH2:7][NH:8][CH2:9][CH2:10][C:5]=2[N:4]([C:11]2[CH:16]=[CH:15][C:14]([O:17][C:18]3[CH:23]=[CH:22][CH:21]=[CH:20][CH:19]=3)=[CH:13][CH:12]=2)[C:3]=1[C:24]([NH2:26])=[O:25].O=[C:28]1[CH2:32][CH2:31][N:30]([C:33]([O:35][C:36]([CH3:39])([CH3:38])[CH3:37])=[O:34])[CH2:29]1.CC(O)=O.[BH3-]C#N.[Na+], predict the reaction product. The product is: [NH2:1][C:2]1[C:6]2[CH2:7][N:8]([CH:32]3[CH2:28][CH2:29][N:30]([C:33]([O:35][C:36]([CH3:39])([CH3:38])[CH3:37])=[O:34])[CH2:31]3)[CH2:9][CH2:10][C:5]=2[N:4]([C:11]2[CH:12]=[CH:13][C:14]([O:17][C:18]3[CH:23]=[CH:22][CH:21]=[CH:20][CH:19]=3)=[CH:15][CH:16]=2)[C:3]=1[C:24](=[O:25])[NH2:26].